This data is from Reaction yield outcomes from USPTO patents with 853,638 reactions. The task is: Predict the reaction yield, written as a fraction of the theoretical maximum amount of product (1.0 means a 100% yield; for example, 0.34 means a 34% yield). (1) The reactants are [N:1]1[C:10]2[C:5](=[N:6][CH:7]=[CH:8][N:9]=2)[C:4]([NH:11][CH2:12][CH2:13][C:14]2[CH:19]=[CH:18][C:17]([OH:20])=[CH:16][CH:15]=2)=[N:3][CH:2]=1.[CH:21]([C:24]1[CH:29]=[CH:28][C:27](B(O)O)=[CH:26][CH:25]=1)([CH3:23])[CH3:22].N1C=CC=CC=1. The catalyst is C(Cl)Cl.CC([O-])=O.CC([O-])=O.[Cu+2]. The product is [CH:21]([C:24]1[CH:29]=[CH:28][C:27]([O:20][C:17]2[CH:18]=[CH:19][C:14]([CH2:13][CH2:12][NH:11][C:4]3[C:5]4[C:10](=[N:9][CH:8]=[CH:7][N:6]=4)[N:1]=[CH:2][N:3]=3)=[CH:15][CH:16]=2)=[CH:26][CH:25]=1)([CH3:23])[CH3:22]. The yield is 0.110. (2) The reactants are [CH2:1]([O:8][C:9](=[O:21])[N:10]([CH3:20])[CH2:11][CH2:12][NH:13]C(=O)C(F)(F)F)[C:2]1[CH:7]=[CH:6][CH:5]=[CH:4][CH:3]=1.[Li+].[OH-]. The catalyst is CO.O. The product is [CH2:1]([O:8][C:9](=[O:21])[N:10]([CH2:11][CH2:12][NH2:13])[CH3:20])[C:2]1[CH:7]=[CH:6][CH:5]=[CH:4][CH:3]=1. The yield is 0.890. (3) The reactants are [OH:1][CH2:2][C@H:3]([CH3:31])[O:4][C:5]1[CH:6]=[C:7]([CH:20]=[C:21]([C:23]([NH:25][C:26]2[CH:30]=[CH:29][NH:28][N:27]=2)=[O:24])[CH:22]=1)[O:8][C:9]1[CH:19]=[CH:18][C:12]([C:13]([O:15]CC)=[O:14])=[CH:11][CH:10]=1.[OH-].[Na+]. The catalyst is C1COCC1.O. The product is [OH:1][CH2:2][C@H:3]([CH3:31])[O:4][C:5]1[CH:6]=[C:7]([CH:20]=[C:21]([C:23]([NH:25][C:26]2[CH:30]=[CH:29][NH:28][N:27]=2)=[O:24])[CH:22]=1)[O:8][C:9]1[CH:10]=[CH:11][C:12]([C:13]([OH:15])=[O:14])=[CH:18][CH:19]=1. The yield is 0.850. (4) The reactants are [CH3:1][C:2]1[CH:3]=[C:4]([CH:16]=[CH:17][C:18]=1[N+:19]([O-])=O)[O:5][C:6]1[CH:15]=[CH:14][CH:13]=[CH:12][C:7]=1[C:8]([O:10][CH3:11])=[O:9]. The catalyst is C(OCC)(=O)C.CO. The product is [NH2:19][C:18]1[CH:17]=[CH:16][C:4]([O:5][C:6]2[CH:15]=[CH:14][CH:13]=[CH:12][C:7]=2[C:8]([O:10][CH3:11])=[O:9])=[CH:3][C:2]=1[CH3:1]. The yield is 0.920. (5) The yield is 0.450. The catalyst is O1CCOCC1. The product is [CH3:1][C@:2]12[C@@:19]3([CH3:20])[C@@H:10]([C@:11]4([CH3:33])[C@@H:16]([CH2:17][CH2:18]3)[C:15]([CH3:21])([CH3:22])[C:14]([C:23]3[CH:32]=[CH:31][C:26]([C:27]([OH:29])=[O:28])=[CH:25][CH:24]=3)=[CH:13][CH2:12]4)[CH2:9][CH2:8][C@@H:7]1[C@H:6]1[C@H:34]([C:37]([CH3:39])=[CH2:38])[CH2:35][CH2:36][C@:5]1([NH:40][CH2:41][CH2:42][NH:43][S:44]([CH3:47])(=[O:46])=[O:45])[CH2:4][CH2:3]2. The reactants are [CH3:1][C@:2]12[C@@:19]3([CH3:20])[C@@H:10]([C@:11]4([CH3:33])[C@@H:16]([CH2:17][CH2:18]3)[C:15]([CH3:22])([CH3:21])[C:14]([C:23]3[CH:32]=[CH:31][C:26]([C:27]([O:29]C)=[O:28])=[CH:25][CH:24]=3)=[CH:13][CH2:12]4)[CH2:9][CH2:8][C@@H:7]1[C@H:6]1[C@H:34]([C:37]([CH3:39])=[CH2:38])[CH2:35][CH2:36][C@:5]1([NH:40][CH2:41][CH2:42][NH:43][S:44]([CH3:47])(=[O:46])=[O:45])[CH2:4][CH2:3]2.[OH-].[Na+]. (6) The reactants are C1(P(=O)(C2C=CC=CC=2)C2C=CC=CC=2)C=CC=CC=1.FC(F)(F)S(OS(C(F)(F)F)(=O)=O)(=O)=O.C([S:43][CH:44]([CH:77]([O:80][CH3:81])[O:78][CH3:79])[CH2:45][NH:46][C:47]([C:49]1[NH:50][C:51]2[C:56]([CH:57]=1)=[CH:55][C:54]([O:58][CH2:59][CH2:60][CH2:61][S:62]([CH3:65])(=[O:64])=[O:63])=[CH:53][C:52]=2[N:66]([CH3:76])[S:67]([C:70]1[CH:75]=[CH:74][CH:73]=[CH:72][N:71]=1)(=[O:69])=[O:68])=O)C1C=CC=CC=1.C1(SC)C=CC=CC=1. The catalyst is ClCCl.C(OCC)(=O)C. The product is [CH3:79][O:78][CH:77]([O:80][CH3:81])[CH:44]1[S:43][C:47]([C:49]2[NH:50][C:51]3[C:56]([CH:57]=2)=[CH:55][C:54]([O:58][CH2:59][CH2:60][CH2:61][S:62]([CH3:65])(=[O:64])=[O:63])=[CH:53][C:52]=3[N:66]([CH3:76])[S:67]([C:70]2[CH:75]=[CH:74][CH:73]=[CH:72][N:71]=2)(=[O:69])=[O:68])=[N:46][CH2:45]1. The yield is 0.380. (7) The reactants are [CH2:1]([O:3][C:4]1[CH:9]=[CH:8][C:7]([C:10]2[CH:15]=[CH:14][C:13]([CH2:16][CH2:17][C:18]3[O:23][CH2:22][CH:21]([CH:24]4[CH2:29][CH2:28][CH:27]([CH2:30][CH2:31][CH3:32])[CH2:26][CH2:25]4)[CH2:20][CH:19]=3)=[C:12]([F:33])[C:11]=2[F:34])=[C:6]([F:35])[C:5]=1[F:36])[CH3:2]. The product is [CH2:1]([O:3][C:4]1[CH:9]=[CH:8][C:7]([C:10]2[CH:15]=[CH:14][C:13]([CH2:16][CH2:17][CH:18]3[CH2:19][CH2:20][CH:21]([CH:24]4[CH2:29][CH2:28][CH:27]([CH2:30][CH2:31][CH3:32])[CH2:26][CH2:25]4)[CH2:22][O:23]3)=[C:12]([F:33])[C:11]=2[F:34])=[C:6]([F:35])[C:5]=1[F:36])[CH3:2]. The yield is 0.301. The catalyst is C1(C)C=CC=CC=1.CC(O)C.[Pd]. (8) The reactants are [NH2:1][CH2:2][CH2:3][O:4][CH2:5][CH2:6][O:7][CH2:8][CH:9]([O:18][CH2:19][C:20]([OH:22])=[O:21])[CH2:10][O:11][CH2:12][CH2:13][O:14][CH2:15][CH2:16][NH2:17].CCN([CH:29]([CH3:31])[CH3:30])C(C)C.Cl[Si](C)(C)C.[C:37](Cl)([O:39][CH2:40][CH:41]1[C:53]2[C:48](=[CH:49][CH:50]=[CH:51][CH:52]=2)[C:47]2[C:42]1=[CH:43][CH:44]=[CH:45][CH:46]=2)=[O:38]. The catalyst is C(Cl)Cl. The product is [CH:52]1[C:53]2[CH:41]([CH2:40][O:39][C:37]([NH:1][CH2:2][CH2:3][O:4][CH2:5][CH2:6][O:7][CH2:8][CH:9]([O:18][CH2:19][C:20]([OH:22])=[O:21])[CH2:10][O:11][CH2:12][CH2:13][O:14][CH2:15][CH2:16][NH:17][C:37]([O:39][CH2:40][CH:30]3[C:29]4[CH:31]=[CH:51][CH:52]=[CH:53][C:41]=4[C:42]4[C:47]3=[CH:46][CH:45]=[CH:44][CH:43]=4)=[O:38])=[O:38])[C:42]3[C:47](=[CH:46][CH:45]=[CH:44][CH:43]=3)[C:48]=2[CH:49]=[CH:50][CH:51]=1. The yield is 0.420. (9) The reactants are [CH2:1]([OH:8])[C:2]1[CH:7]=[CH:6][CH:5]=[CH:4][CH:3]=1.[H-].[Na+].F[C:12]1[CH:19]=[C:18]([F:20])[CH:17]=[CH:16][C:13]=1[C:14]#[N:15]. The catalyst is C1(C)C=CC=CC=1. The product is [CH2:1]([O:8][C:12]1[CH:19]=[C:18]([F:20])[CH:17]=[CH:16][C:13]=1[C:14]#[N:15])[C:2]1[CH:7]=[CH:6][CH:5]=[CH:4][CH:3]=1. The yield is 0.810.